Dataset: Full USPTO retrosynthesis dataset with 1.9M reactions from patents (1976-2016). Task: Predict the reactants needed to synthesize the given product. Given the product [CH2:3]([N:5]1[C:31]2[C:26](=[CH:27][CH:28]=[CH:29][CH:30]=2)[C:7]([CH2:8][C@@H:9]([C:22]([OH:24])=[O:23])[NH:10][C:11](=[O:21])[CH:12]=[CH:13][C:14]2[CH:19]=[CH:18][CH:17]=[CH:16][C:15]=2[F:20])=[CH:6]1)[CH3:4], predict the reactants needed to synthesize it. The reactants are: [OH-].[Na+].[CH2:3]([N:5]1[C:31]2[C:26](=[CH:27][CH:28]=[CH:29][CH:30]=2)[C:7]([CH2:8][C@@H:9]([C:22]([O:24]C)=[O:23])[NH:10][C:11](=[O:21])[CH:12]=[CH:13][C:14]2[CH:19]=[CH:18][CH:17]=[CH:16][C:15]=2[F:20])=[CH:6]1)[CH3:4].